From a dataset of CYP2C19 inhibition data for predicting drug metabolism from PubChem BioAssay. Regression/Classification. Given a drug SMILES string, predict its absorption, distribution, metabolism, or excretion properties. Task type varies by dataset: regression for continuous measurements (e.g., permeability, clearance, half-life) or binary classification for categorical outcomes (e.g., BBB penetration, CYP inhibition). Dataset: cyp2c19_veith. (1) The molecule is Cc1c(C)c(C)c(CC2(C)CSC2)c(CC2(C)CSC2)c1C. The result is 0 (non-inhibitor). (2) The molecule is O=C(/C=C/c1ccc2ccccc2c1)c1ccoc1. The result is 1 (inhibitor). (3) The result is 0 (non-inhibitor). The compound is CC(=O)OCC(=O)[C@@]1(O)[C@H](C)C[C@@H]2[C@H]3CCC4=CC(=O)C=C[C@]4(C)[C@]3(F)[C@@H](O)C[C@@]21C. (4) The compound is S=C(Nc1ccccc1)Nc1ccccc1C#Cc1ccccc1. The result is 1 (inhibitor). (5) The drug is COC(=O)C(NS(=O)(=O)c1ccc(NC(C)=O)cc1)C(C)C. The result is 1 (inhibitor). (6) The drug is Nc1ncnc2c1nc(-c1ccccc1)n2[C@H]1O[C@@H](CO)[C@@H](O)[C@H]1O. The result is 0 (non-inhibitor). (7) The compound is CN1CCN(c2ncc3nc(-c4ccccc4)c(=O)n(C)c3n2)CC1. The result is 0 (non-inhibitor). (8) The molecule is COc1ccc(-n2nc(C(=O)NCC(=O)Nc3ccccn3)c3ccccc3c2=O)cc1Cl. The result is 0 (non-inhibitor).